The task is: Predict the product of the given reaction.. This data is from Forward reaction prediction with 1.9M reactions from USPTO patents (1976-2016). (1) The product is: [CH2:13]([C:2]1[CH:3]=[C:4]2[C:8](=[CH:9][CH:10]=1)[C:7](=[O:11])[O:6][CH2:5]2)[C:14]1[CH:19]=[CH:18][CH:17]=[CH:16][CH:15]=1. Given the reactants Br[C:2]1[CH:3]=[C:4]2[C:8](=[CH:9][CH:10]=1)[C:7](=[O:11])[O:6][CH2:5]2.[Br-].[CH2:13]([Zn+])[C:14]1[CH:19]=[CH:18][CH:17]=[CH:16][CH:15]=1.C(Cl)Cl, predict the reaction product. (2) Given the reactants Br[C:2]1[N:6]2[CH2:7][CH2:8][N:9]([C:11]([O:13][C:14]([CH3:17])([CH3:16])[CH3:15])=[O:12])[CH2:10][C:5]2=[C:4]([C:18](=[O:29])[NH:19][C@@H:20]([C:25]([CH3:28])([CH3:27])[CH3:26])[C:21]([NH:23][CH3:24])=[O:22])[N:3]=1.[C:30]1(B(O)O)[CH:35]=[CH:34][CH:33]=[CH:32][CH:31]=1.C([O-])([O-])=O.[Na+].[Na+], predict the reaction product. The product is: [CH3:26][C:25]([CH3:28])([CH3:27])[C@H:20]([NH:19][C:18]([C:4]1[N:3]=[C:2]([C:30]2[CH:35]=[CH:34][CH:33]=[CH:32][CH:31]=2)[N:6]2[CH2:7][CH2:8][N:9]([C:11]([O:13][C:14]([CH3:17])([CH3:16])[CH3:15])=[O:12])[CH2:10][C:5]=12)=[O:29])[C:21]([NH:23][CH3:24])=[O:22]. (3) Given the reactants Cl[C:2]1[C:11]([C:12]([N:14]2[CH2:23][CH2:22][C:21]3[C:16](=[CH:17][C:18]([O:26][CH3:27])=[C:19]([O:24][CH3:25])[CH:20]=3)[C@H:15]2[CH3:28])=[O:13])=[CH:10][C:9]2[C:4](=[CH:5][CH:6]=[CH:7][CH:8]=2)[N:3]=1.[Cl-].[F:30][C:31]1[CH:38]=[CH:37][CH:36]=[CH:35][C:32]=1[CH2:33][Zn+].CCCCCCC, predict the reaction product. The product is: [CH3:25][O:24][C:19]1[CH:20]=[C:21]2[C:16](=[CH:17][C:18]=1[O:26][CH3:27])[C@@H:15]([CH3:28])[N:14]([C:12]([C:11]1[C:2]([CH2:33][C:32]3[CH:35]=[CH:36][CH:37]=[CH:38][C:31]=3[F:30])=[N:3][C:4]3[C:9]([CH:10]=1)=[CH:8][CH:7]=[CH:6][CH:5]=3)=[O:13])[CH2:23][CH2:22]2. (4) Given the reactants [NH:1]1[C:9]2[C:4](=[CH:5][CH:6]=[CH:7][CH:8]=2)[C:3]2([C:13]3=[CH:14][C:15]4[O:19][CH2:18][O:17][C:16]=4[CH:20]=[C:12]3[O:11][CH2:10]2)[C:2]1=[O:21].CC1(C)COC2=CC3OC[C:32]4([C:42]=3[CH:43]=C12)[C:40]1[C:35](=CC=C[CH:39]=1)NC4=O.BrCCCC1CC1.BrCC1OC(C(F)(F)F)=CC=1, predict the reaction product. The product is: [CH:40]1([CH2:32][CH2:42][CH2:43][N:1]2[C:9]3[C:4](=[CH:5][CH:6]=[CH:7][CH:8]=3)[C:3]3([C:13]4=[CH:14][C:15]5[O:19][CH2:18][O:17][C:16]=5[CH:20]=[C:12]4[O:11][CH2:10]3)[C:2]2=[O:21])[CH2:39][CH2:35]1. (5) Given the reactants Cl[C:2]1[C:7]([N+:8]([O-:10])=[O:9])=[CH:6][C:5]([N+:11]([O-])=O)=[CH:4][N:3]=1.[C:14]([O:20][CH2:21][C:22](N)=[S:23])(=[O:19])[C:15]([CH3:18])([CH3:17])[CH3:16].C(OCC)(=O)C, predict the reaction product. The product is: [CH3:16][C:15]([CH3:18])([CH3:17])[C:14]([O:20][CH2:21][C:22]1[S:23][C:4]2[C:5]([N:11]=1)=[CH:6][C:7]([N+:8]([O-:10])=[O:9])=[CH:2][N:3]=2)=[O:19]. (6) The product is: [CH2:29]([C:15]1[N:16]=[C:17]([C:19]2[CH:20]=[CH:21][C:22]([C:25]([F:26])([F:27])[F:28])=[CH:23][CH:24]=2)[O:18][C:14]=1[CH2:13][O:12][C:9]1[CH:10]=[CH:11][C:6]([CH2:5][CH2:4][C:3]([OH:32])=[O:2])=[C:7]([CH3:31])[CH:8]=1)[CH3:30]. Given the reactants C[O:2][C:3](=[O:32])[CH2:4][CH2:5][C:6]1[CH:11]=[CH:10][C:9]([O:12][CH2:13][C:14]2[O:18][C:17]([C:19]3[CH:24]=[CH:23][C:22]([C:25]([F:28])([F:27])[F:26])=[CH:21][CH:20]=3)=[N:16][C:15]=2[CH2:29][CH3:30])=[CH:8][C:7]=1[CH3:31].[OH-].[Na+].C1COCC1, predict the reaction product. (7) Given the reactants [Cl:1][C:2]1[C:7]([C:8]2[CH:13]=[CH:12][CH:11]=[C:10]([CH2:14][CH3:15])[CH:9]=2)=[C:6]([C:16]([C@@H:26]2[CH2:31][CH2:30][CH2:29][N:28]([C:32]([C:34]3[CH:43]=[CH:42][C:41]([CH2:44][N:45](C(OC(C)(C)C)=O)[CH3:46])=[CH:40][C:35]=3[C:36]([O:38][CH3:39])=[O:37])=[O:33])[CH2:27]2)([OH:25])[CH2:17][CH2:18][CH2:19][NH:20][C:21]([O:23][CH3:24])=[O:22])[CH:5]=[CH:4][CH:3]=1.Cl, predict the reaction product. The product is: [Cl:1][C:2]1[C:7]([C:8]2[CH:13]=[CH:12][CH:11]=[C:10]([CH2:14][CH3:15])[CH:9]=2)=[C:6]([C:16]([C@@H:26]2[CH2:31][CH2:30][CH2:29][N:28]([C:32]([C:34]3[CH:43]=[CH:42][C:41]([CH2:44][NH:45][CH3:46])=[CH:40][C:35]=3[C:36]([O:38][CH3:39])=[O:37])=[O:33])[CH2:27]2)([OH:25])[CH2:17][CH2:18][CH2:19][NH:20][C:21]([O:23][CH3:24])=[O:22])[CH:5]=[CH:4][CH:3]=1. (8) The product is: [Cl:1][C:2]1[N:3]=[C:4]([C:22]2[C:27]([C:28]#[N:29])=[CH:26][CH:25]=[CH:24][N:23]=2)[CH:5]=[CH:6][CH:7]=1. Given the reactants [Cl:1][C:2]1[CH:7]=[CH:6][CH:5]=[C:4]([Sn](CCCC)(CCCC)CCCC)[N:3]=1.Cl[C:22]1[C:27]([C:28]#[N:29])=[CH:26][CH:25]=[CH:24][N:23]=1, predict the reaction product. (9) Given the reactants [CH3:1][C:2]1[C:3]([O:19][CH:20]([CH3:22])[CH3:21])=[CH:4][C:5]([C:13]2[CH:14]=[N:15][N:16]([CH3:18])[CH:17]=2)=[C:6]2[C:11]=1[C:10](=[O:12])[NH:9][CH2:8][CH2:7]2.[H-].[Na+].Cl[CH2:26][C:27]1[C:32]([CH3:33])=[CH:31][C:30](C)=[CH:29][C:28]=1[O:35][CH2:36][C:37]1[C:42](C2(OCC3C=CC=CC=3)C=C(C)C=C(C)C2CCl)=[CH:41][CH:40]=[CH:39][CH:38]=1.C[N:62](C=O)C, predict the reaction product. The product is: [CH2:36]([O:35][C:28]1[C:27]([CH2:26][N:9]2[CH2:8][CH2:7][C:6]3[C:11](=[C:2]([CH3:1])[C:3]([O:19][CH:20]([CH3:22])[CH3:21])=[CH:4][C:5]=3[C:13]3[CH:14]=[N:15][N:16]([CH3:18])[CH:17]=3)[C:10]2=[O:12])=[C:32]([CH3:33])[CH:31]=[C:30]([CH3:29])[N:62]=1)[C:37]1[CH:42]=[CH:41][CH:40]=[CH:39][CH:38]=1.